This data is from Forward reaction prediction with 1.9M reactions from USPTO patents (1976-2016). The task is: Predict the product of the given reaction. (1) Given the reactants [NH:1]1[CH2:4][CH:3]([N:5]([CH2:12]C)[C:6]2[N:11]=[CH:10][CH:9]=[CH:8][N:7]=2)[CH2:2]1.[F:14][C:15]1[CH:23]=[CH:22][C:21]([CH:24]=[O:25])=[CH:20][C:16]=1[C:17](O)=[O:18].F[P-](F)(F)(F)(F)F.N1(OC(N(C)C)=[N+](C)C)C2C=CC=CC=2N=N1.C(N(CC)C(C)C)(C)C, predict the reaction product. The product is: [F:14][C:15]1[CH:23]=[CH:22][C:21]([CH:24]=[O:25])=[CH:20][C:16]=1[C:17]([N:1]1[CH2:2][CH:3]([N:5]([CH3:12])[C:6]2[N:7]=[CH:8][CH:9]=[CH:10][N:11]=2)[CH2:4]1)=[O:18]. (2) Given the reactants [NH2:1][C:2]1[CH:3]=[C:4]([C:8]2[N:9]([CH3:17])[C:10]3[C:15]([CH:16]=2)=[CH:14][CH:13]=[CH:12][CH:11]=3)[CH:5]=[N:6][CH:7]=1.[CH3:18][S:19](Cl)(=[O:21])=[O:20], predict the reaction product. The product is: [CH3:17][N:9]1[C:10]2[C:15](=[CH:14][CH:13]=[CH:12][CH:11]=2)[CH:16]=[C:8]1[C:4]1[CH:3]=[C:2]([NH:1][S:19]([CH3:18])(=[O:21])=[O:20])[CH:7]=[N:6][CH:5]=1. (3) Given the reactants Cl[C:2]1[C:11]2[C:6](=[C:7]([C:12]3[CH:17]=[CH:16][CH:15]=[CH:14][CH:13]=3)[CH:8]=[CH:9][CH:10]=2)[CH:5]=[CH:4][N:3]=1.[N:18]1([C:23]2[CH:24]=[C:25]([CH:27]=[CH:28][CH:29]=2)[NH2:26])[CH:22]=[CH:21][N:20]=[CH:19]1.C(=O)([O-])[O-].[K+].[K+], predict the reaction product. The product is: [N:18]1([C:23]2[CH:24]=[C:25]([NH:26][C:2]3[C:11]4[C:6](=[C:7]([C:12]5[CH:17]=[CH:16][CH:15]=[CH:14][CH:13]=5)[CH:8]=[CH:9][CH:10]=4)[CH:5]=[CH:4][N:3]=3)[CH:27]=[CH:28][CH:29]=2)[CH:22]=[CH:21][N:20]=[CH:19]1. (4) The product is: [Cl:18][C:19]1[C:25]([O:26][CH3:27])=[CH:24][CH:23]=[C:22]([Cl:28])[C:20]=1[NH:21][C:4](=[O:6])[C:3]1[CH:7]=[C:8]([C:11]2[CH:16]=[CH:15][CH:14]=[C:13]([F:17])[CH:12]=2)[CH:9]=[CH:10][C:2]=1[F:1]. Given the reactants [F:1][C:2]1[CH:10]=[CH:9][C:8]([C:11]2[CH:16]=[CH:15][CH:14]=[C:13]([F:17])[CH:12]=2)=[CH:7][C:3]=1[C:4]([OH:6])=O.[Cl:18][C:19]1[C:25]([O:26][CH3:27])=[CH:24][CH:23]=[C:22]([Cl:28])[C:20]=1[NH2:21].[H-].[Na+], predict the reaction product. (5) Given the reactants C([N:4]1[CH:8]=[CH:7][N:6]=[C:5]1[C:9]1[S:10][C:11]([Sn](CCCC)(CCCC)CCCC)=[CH:12][C:13]=1[C:14]1[CH:19]=[CH:18][C:17]([Cl:20])=[CH:16][C:15]=1[Cl:21])C=C.I[C:36]1[CH:41]=[CH:40][N:39]=[C:38]2[NH:42][C:43](=[O:45])[O:44][C:37]=12, predict the reaction product. The product is: [Cl:21][C:15]1[CH:16]=[C:17]([Cl:20])[CH:18]=[CH:19][C:14]=1[C:13]1[CH:12]=[C:11]([C:36]2[CH:41]=[CH:40][N:39]=[C:38]3[NH:42][C:43](=[O:45])[O:44][C:37]=23)[S:10][C:9]=1[C:5]1[NH:4][CH:8]=[CH:7][N:6]=1.